Dataset: Reaction yield outcomes from USPTO patents with 853,638 reactions. Task: Predict the reaction yield, written as a fraction of the theoretical maximum amount of product (1.0 means a 100% yield; for example, 0.34 means a 34% yield). (1) The reactants are [CH3:1][N:2]1[CH:6]([C:7]([O:9][C:10]([CH3:13])([CH3:12])[CH3:11])=[O:8])[CH2:5][NH:4][C:3]1=[O:14].Br[C:16]1[CH:17]=[CH:18][C:19]([CH3:22])=[N:20][CH:21]=1.C(=O)([O-])[O-].[Cs+].[Cs+].CC1(C)C2C(=C(P(C3C=CC=CC=3)C3C=CC=CC=3)C=CC=2)OC2C(P(C3C=CC=CC=3)C3C=CC=CC=3)=CC=CC1=2. The catalyst is O1CCOCC1.O.C1C=CC(/C=C/C(/C=C/C2C=CC=CC=2)=O)=CC=1.C1C=CC(/C=C/C(/C=C/C2C=CC=CC=2)=O)=CC=1.C1C=CC(/C=C/C(/C=C/C2C=CC=CC=2)=O)=CC=1.[Pd].[Pd]. The product is [CH3:1][N:2]1[CH:6]([C:7]([O:9][C:10]([CH3:11])([CH3:13])[CH3:12])=[O:8])[CH2:5][N:4]([C:16]2[CH:21]=[N:20][C:19]([CH3:22])=[CH:18][CH:17]=2)[C:3]1=[O:14]. The yield is 0.810. (2) The reactants are [BH4-].[Li+].[CH2:3]([O:7][C:8]1[CH:9]=[C:10]([CH:15]=[CH:16][C:17]=1[I:18])[C:11](OC)=[O:12])[CH2:4][CH2:5][CH3:6].Cl. The catalyst is O1CCCC1. The product is [CH2:3]([O:7][C:8]1[CH:9]=[C:10]([CH2:11][OH:12])[CH:15]=[CH:16][C:17]=1[I:18])[CH2:4][CH2:5][CH3:6]. The yield is 1.00. (3) The yield is 0.450. The reactants are [C:1]1([S:7]([N:10]([CH2:20][C:21]2[CH:26]=[CH:25][CH:24]=[CH:23][CH:22]=2)[C:11]2[CH:12]=[C:13]([CH:17]=[CH:18][CH:19]=2)[C:14]([OH:16])=O)(=[O:9])=[O:8])[CH:6]=[CH:5][CH:4]=[CH:3][CH:2]=1.[NH2:27][C:28]1[CH:36]=[C:35]2[C:31]([CH:32]=[N:33][NH:34]2)=[CH:30][CH:29]=1.Cl.CN(C)CCCN=C=NCC.SC1SC2C=CC=CC=2N=1.C(N(CC)CC)C. The product is [C:1]1([S:7]([N:10]([CH2:20][C:21]2[CH:26]=[CH:25][CH:24]=[CH:23][CH:22]=2)[C:11]2[CH:12]=[C:13]([CH:17]=[CH:18][CH:19]=2)[C:14]([NH:27][C:28]2[CH:36]=[C:35]3[C:31]([CH:32]=[N:33][NH:34]3)=[CH:30][CH:29]=2)=[O:16])(=[O:8])=[O:9])[CH:6]=[CH:5][CH:4]=[CH:3][CH:2]=1. The catalyst is C(#N)C. (4) The reactants are [CH3:1][O:2][C@H:3]1[C@@H:9]2[O:10][CH2:11][C@H:12]([O:13]C(C3C=CC=CC=3)=O)[C@@H:8]2[O:7][C@@H:4]1[O:5][CH3:6].[OH-].[Na+]. The catalyst is CO.C(OCC)(=O)C. The product is [CH3:1][O:2][C@H:3]1[C@@H:9]2[O:10][CH2:11][C@@H:12]([OH:13])[C@@H:8]2[O:7][C@@H:4]1[O:5][CH3:6]. The yield is 0.850.